Dataset: Peptide-MHC class I binding affinity with 185,985 pairs from IEDB/IMGT. Task: Regression. Given a peptide amino acid sequence and an MHC pseudo amino acid sequence, predict their binding affinity value. This is MHC class I binding data. (1) The peptide sequence is NASKTINALV. The MHC is HLA-A68:02 with pseudo-sequence HLA-A68:02. The binding affinity (normalized) is 0.720. (2) The peptide sequence is KLGGGRYGEV. The MHC is HLA-A02:01 with pseudo-sequence HLA-A02:01. The binding affinity (normalized) is 0.341. (3) The peptide sequence is YLKKLDDFY. The MHC is HLA-A03:01 with pseudo-sequence HLA-A03:01. The binding affinity (normalized) is 0.0847. (4) The peptide sequence is YTVKVPNL. The MHC is H-2-Kb with pseudo-sequence H-2-Kb. The binding affinity (normalized) is 0.222. (5) The peptide sequence is IEVALRTLL. The MHC is HLA-B40:01 with pseudo-sequence HLA-B40:01. The binding affinity (normalized) is 0.615. (6) The peptide sequence is FLKENGGL. The MHC is HLA-A02:06 with pseudo-sequence HLA-A02:06. The binding affinity (normalized) is 0. (7) The peptide sequence is IRPYTFKVHMY. The MHC is Mamu-A01 with pseudo-sequence Mamu-A01. The binding affinity (normalized) is 0. (8) The peptide sequence is LEKARGSTY. The MHC is HLA-A68:02 with pseudo-sequence HLA-A68:02. The binding affinity (normalized) is 0.